This data is from Full USPTO retrosynthesis dataset with 1.9M reactions from patents (1976-2016). The task is: Predict the reactants needed to synthesize the given product. (1) The reactants are: [O:1]1[C:10]2[C:5](=[CH:6][C:7]([C:11]3[C:16]([C:17](OC)=[O:18])=[C:15]([CH3:21])[N:14]=[C:13]4[NH:22][CH:23]=[CH:24][C:12]=34)=[CH:8][CH:9]=2)[CH2:4][CH2:3][CH2:2]1.[H-].[H-].[H-].[H-].[Li+].[Al+3].O.[OH-].[Na+]. Given the product [O:1]1[C:10]2[C:5](=[CH:6][C:7]([C:11]3[C:16]([CH2:17][OH:18])=[C:15]([CH3:21])[N:14]=[C:13]4[NH:22][CH:23]=[CH:24][C:12]=34)=[CH:8][CH:9]=2)[CH2:4][CH2:3][CH2:2]1, predict the reactants needed to synthesize it. (2) Given the product [NH2:32][CH2:31][C@H:28]1[CH2:29][CH2:30][C@H:25]([NH:24][C:5]2[CH:4]=[C:3]([C:9]3[N:14]=[C:13]([N:15]([CH3:23])[CH2:16][CH:17]4[CH2:22][CH2:21][O:20][CH2:19][CH2:18]4)[CH:12]=[N:11][CH:10]=3)[C:2]([Cl:1])=[CH:7][N:6]=2)[CH2:26][CH2:27]1, predict the reactants needed to synthesize it. The reactants are: [Cl:1][C:2]1[C:3]([C:9]2[N:14]=[C:13]([N:15]([CH3:23])[CH2:16][CH:17]3[CH2:22][CH2:21][O:20][CH2:19][CH2:18]3)[CH:12]=[N:11][CH:10]=2)=[CH:4][C:5](F)=[N:6][CH:7]=1.[NH2:24][C@H:25]1[CH2:30][CH2:29][C@H:28]([CH2:31][NH:32]C(=O)OC(C)(C)C)[CH2:27][CH2:26]1.Cl.